Predict which catalyst facilitates the given reaction. From a dataset of Catalyst prediction with 721,799 reactions and 888 catalyst types from USPTO. Reactant: [CH2:1]([O:8][CH2:9][CH2:10][C@H:11]([C:20]1[N:21]([S:32]([C:35]2[CH:41]=[CH:40][C:38]([CH3:39])=[CH:37][CH:36]=2)(=[O:34])=[O:33])[CH:22]=[CH:23][C:24]=1[C:25]([O:27]C(C)(C)C)=[O:26])[NH:12]C(OC(C)(C)C)=O)[C:2]1[CH:7]=[CH:6][CH:5]=[CH:4][CH:3]=1.[C:42]([OH:48])([C:44]([F:47])([F:46])[F:45])=[O:43]. Product: [F:45][C:44]([F:47])([F:46])[C:42]([OH:48])=[O:43].[NH2:12][C@@H:11]([C:20]1[N:21]([S:32]([C:35]2[CH:36]=[CH:37][C:38]([CH3:39])=[CH:40][CH:41]=2)(=[O:34])=[O:33])[CH:22]=[CH:23][C:24]=1[C:25]([OH:27])=[O:26])[CH2:10][CH2:9][O:8][CH2:1][C:2]1[CH:3]=[CH:4][CH:5]=[CH:6][CH:7]=1. The catalyst class is: 2.